From a dataset of Reaction yield outcomes from USPTO patents with 853,638 reactions. Predict the reaction yield, written as a fraction of the theoretical maximum amount of product (1.0 means a 100% yield; for example, 0.34 means a 34% yield). The reactants are [CH2:1]([N:4]([CH2:25][CH2:26][CH3:27])[C:5]1[N:6]([CH3:24])[C:7](=[O:23])[C:8]2[C:13]([C:14]3[C:19]([CH3:20])=[CH:18][C:17]([CH3:21])=[CH:16][C:15]=3[CH3:22])=[CH:12][NH:11][C:9]=2[N:10]=1)[CH2:2][CH3:3].[H-].[Na+].[C:30](Cl)(=[O:32])[CH3:31]. The catalyst is C(#N)C.O. The product is [C:30]([N:11]1[C:9]2[N:10]=[C:5]([N:4]([CH2:1][CH2:2][CH3:3])[CH2:25][CH2:26][CH3:27])[N:6]([CH3:24])[C:7](=[O:23])[C:8]=2[C:13]([C:14]2[C:15]([CH3:22])=[CH:16][C:17]([CH3:21])=[CH:18][C:19]=2[CH3:20])=[CH:12]1)(=[O:32])[CH3:31]. The yield is 0.770.